Dataset: Reaction yield outcomes from USPTO patents with 853,638 reactions. Task: Predict the reaction yield, written as a fraction of the theoretical maximum amount of product (1.0 means a 100% yield; for example, 0.34 means a 34% yield). (1) The catalyst is C(OCC)(=O)C.CCCCCC. The product is [F:16][C:17]1[CH:22]=[C:21]([F:23])[CH:20]=[CH:19][C:18]=1[C:24]1[N:25]=[CH:26][N:27]=[C:28]([N:30]2[CH2:31][CH2:32][N:33]([C:8]([NH:7][C:3]3[CH:2]=[N:1][CH:6]=[CH:5][CH:4]=3)=[O:15])[CH2:34][CH2:35]2)[CH:29]=1. The yield is 0.560. The reactants are [N:1]1[CH:6]=[CH:5][CH:4]=[C:3]([NH:7][C:8](=[O:15])OCC(Cl)(Cl)Cl)[CH:2]=1.[F:16][C:17]1[CH:22]=[C:21]([F:23])[CH:20]=[CH:19][C:18]=1[C:24]1[CH:29]=[C:28]([N:30]2[CH2:35][CH2:34][NH:33][CH2:32][CH2:31]2)[N:27]=[CH:26][N:25]=1. (2) The reactants are [CH3:1][N:2]1[C:6]2[CH:7]=[CH:8][CH:9]=[CH:10][C:5]=2[N:4]=[CH:3]1.[CH2:11]=[O:12]. No catalyst specified. The product is [OH:12][CH2:11][C:3]1[N:2]([CH3:1])[C:6]2[CH:7]=[CH:8][CH:9]=[CH:10][C:5]=2[N:4]=1. The yield is 0.450. (3) The reactants are [NH2:1][CH:2]1[C:10]2[C:5](=[CH:6][CH:7]=[CH:8][CH:9]=2)[CH2:4][CH2:3]1.[C:11](Cl)(=[O:19])[CH2:12][CH2:13][CH2:14][CH2:15][C:16](Cl)=[O:17]. The yield is 0.600. The product is [CH:2]1([NH:1][C:11](=[O:19])[CH2:12][CH2:13][CH2:14][CH2:15][C:16]([NH:1][CH:2]2[C:10]3[C:5](=[CH:6][CH:7]=[CH:8][CH:9]=3)[CH2:4][CH2:3]2)=[O:17])[C:10]2[C:5](=[CH:6][CH:7]=[CH:8][CH:9]=2)[CH2:4][CH2:3]1. The catalyst is CCOCC.